From a dataset of Full USPTO retrosynthesis dataset with 1.9M reactions from patents (1976-2016). Predict the reactants needed to synthesize the given product. (1) Given the product [C:35]([O:28][C:25]([N:11]1[CH2:12][CH2:13][C:8]([C:5]2[CH:4]=[CH:3][C:2]([Cl:1])=[CH:7][CH:6]=2)([OH:24])[C:9]([CH2:15][O:16][CH2:17][CH2:18][N:19]([CH2:22][CH3:23])[CH2:20][CH3:21])([CH3:14])[CH2:10]1)=[O:26])([CH3:41])([CH3:36])[CH3:34], predict the reactants needed to synthesize it. The reactants are: [Cl:1][C:2]1[CH:7]=[CH:6][C:5]([C:8]2([OH:24])[CH2:13][CH2:12][NH:11][CH2:10][C:9]2([CH2:15][O:16][CH2:17][CH2:18][N:19]([CH2:22][CH3:23])[CH2:20][CH3:21])[CH3:14])=[CH:4][CH:3]=1.[C:25]([O-:28])([O-])=[O:26].[K+].[K+].BrCC[CH:34]=[C:35]1[C:41]2C=CC=NC=2COC2C=CC(C(O)(C)C)=C[C:36]1=2. (2) Given the product [CH2:11]([NH:19][C:6]([C:4]1[C:3]([C:9]([OH:8])=[O:10])=[CH:2][S:1][CH:5]=1)=[O:7])[CH2:12][CH2:13][CH2:14][CH2:15][CH2:16][CH2:17][CH3:18], predict the reactants needed to synthesize it. The reactants are: [S:1]1[CH:5]=[C:4]2[C:6]([O:8][C:9](=[O:10])[C:3]2=[CH:2]1)=[O:7].[CH2:11]([NH2:19])[CH2:12][CH2:13][CH2:14][CH2:15][CH2:16][CH2:17][CH3:18]. (3) The reactants are: [Cl:1][C:2]1[CH:7]=[CH:6][C:5]([S:8][C:9]2[N:13]([CH3:14])[C:12](I)=[N:11][C:10]=2[C:16]2[CH:21]=[CH:20][C:19]([S:22]([CH3:25])(=[O:24])=[O:23])=[CH:18][CH:17]=2)=[CH:4][CH:3]=1.[Sn].[S:27]1[CH:31]=[CH:30][CH:29]=[CH:28]1.[F-].[K+]. Given the product [Cl:1][C:2]1[CH:7]=[CH:6][C:5]([S:8][C:9]2[N:13]([CH3:14])[C:12]([C:28]3[S:27][CH:31]=[CH:30][CH:29]=3)=[N:11][C:10]=2[C:16]2[CH:21]=[CH:20][C:19]([S:22]([CH3:25])(=[O:24])=[O:23])=[CH:18][CH:17]=2)=[CH:4][CH:3]=1, predict the reactants needed to synthesize it. (4) Given the product [CH3:33][O:34][C:35]1[CH:40]=[CH:39][C:38]([C@H:41]2[CH2:49][N:48]3[C@H:43]([CH:44]=[C:45]([C:2]4[C:3]([C:27]5[CH:28]=[CH:29][N:30]=[CH:31][CH:32]=5)=[C:4]([C:17]5[CH:22]=[CH:21][CH:20]=[C:19]([C:23]([F:26])([F:24])[F:25])[CH:18]=5)[NH:5][CH:6]=4)[CH2:46][CH2:47]3)[CH2:42]2)=[CH:37][CH:36]=1, predict the reactants needed to synthesize it. The reactants are: Br[C:2]1[C:3]([C:27]2[CH:32]=[CH:31][N:30]=[CH:29][CH:28]=2)=[C:4]([C:17]2[CH:22]=[CH:21][CH:20]=[C:19]([C:23]([F:26])([F:25])[F:24])[CH:18]=2)[N:5]([Si](C(C)C)(C(C)C)C(C)C)[CH:6]=1.[CH3:33][O:34][C:35]1[CH:40]=[CH:39][C:38]([C@H:41]2[CH2:49][N:48]3[C@H:43]([CH2:44][C:45](=O)[CH2:46][CH2:47]3)[CH2:42]2)=[CH:37][CH:36]=1.ClCCl.